Dataset: Forward reaction prediction with 1.9M reactions from USPTO patents (1976-2016). Task: Predict the product of the given reaction. (1) Given the reactants Br[CH2:2][C:3]1[CH:8]=[CH:7][C:6]([CH2:9][CH2:10][NH:11][C:12]([C:14]2[CH:19]=[CH:18][C:17]([C:20]3[CH:25]=[CH:24][C:23]([Cl:26])=[CH:22][CH:21]=3)=[CH:16][CH:15]=2)=[O:13])=[CH:5][CH:4]=1.C([O-])([O-])=O.[K+].[K+].[CH3:33][NH:34][CH2:35][C:36]([O:38][CH2:39][CH3:40])=[O:37].Cl, predict the reaction product. The product is: [Cl:26][C:23]1[CH:24]=[CH:25][C:20]([C:17]2[CH:18]=[CH:19][C:14]([C:12]([NH:11][CH2:10][CH2:9][C:6]3[CH:7]=[CH:8][C:3]([CH2:2][N:34]([CH2:35][C:36]([O:38][CH2:39][CH3:40])=[O:37])[CH3:33])=[CH:4][CH:5]=3)=[O:13])=[CH:15][CH:16]=2)=[CH:21][CH:22]=1. (2) Given the reactants [C:1]([O:4][CH:5]([CH:26]1[CH2:28][CH2:27]1)[C@H:6]1[O:10][C@@H:9]([N:11]2[C:15]3[N:16]=[C:17]([NH2:20])[N:18]=[CH:19][C:14]=3[S:13][C:12]2=[O:21])[C@@H:8](CC([O-])=O)[CH2:7]1)(=[O:3])[CH3:2].C(OC([C@H]1O[C@@H](N2C3N=C(N)N=CC=3SC2=O)[C@@H](CC([O-])=O)C1)CC)(=[O:31])C, predict the reaction product. The product is: [NH2:20][C:17]1[N:18]=[CH:19][C:14]2[S:13][C:12](=[O:21])[N:11]([C@@H:9]3[O:10][C@H:6]([C@@H:5]([O:4][C:1](=[O:3])[CH3:2])[CH:26]4[CH2:27][CH2:28]4)[CH2:7][C@H:8]3[OH:31])[C:15]=2[N:16]=1. (3) Given the reactants [CH3:1][C:2]1[CH:7]=[C:6](OS(C(F)(F)F)(=O)=O)[CH:5]=[CH:4][C:3]=1[CH:16]1[C:21](=[O:22])[CH2:20][CH2:19][N:18]([C:23]([O:25][C:26]([CH3:29])([CH3:28])[CH3:27])=[O:24])[CH2:17]1.CC1(C)C(C)(C)OB([C:38]2[CH:43]=[CH:42][CH:41]=[CH:40][C:39]=2[CH2:44][CH2:45][NH:46][C:47](=[O:56])[O:48][CH2:49][C:50]2[CH:55]=[CH:54][CH:53]=[CH:52][CH:51]=2)O1.N#N.C1(P(C2CCCCC2)C2C=CC=CC=2C2C(OC)=CC=CC=2OC)CCCCC1.[O-]P([O-])([O-])=O.[K+].[K+].[K+], predict the reaction product. The product is: [C:26]([O:25][C:23]([N:18]1[CH2:19][CH2:20][C:21](=[O:22])[CH:16]([C:3]2[CH:4]=[CH:5][C:6]([C:38]3[CH:43]=[CH:42][CH:41]=[CH:40][C:39]=3[CH2:44][CH2:45][NH:46][C:47]([O:48][CH2:49][C:50]3[CH:51]=[CH:52][CH:53]=[CH:54][CH:55]=3)=[O:56])=[CH:7][C:2]=2[CH3:1])[CH2:17]1)=[O:24])([CH3:28])([CH3:29])[CH3:27]. (4) The product is: [O:38]=[C:33]([N:8]([CH2:7][C:1]1[CH:2]=[CH:3][CH:4]=[CH:5][CH:6]=1)[CH2:9][C@@H:10]1[CH2:15][O:14][CH2:13][CH2:12][N:11]1[CH2:16][C:17]1[CH:22]=[CH:21][CH:20]=[CH:19][CH:18]=1)[C:34]([O:36][CH3:37])=[O:35]. Given the reactants [C:1]1([CH2:7][NH:8][CH2:9][C@@H:10]2[CH2:15][O:14][CH2:13][CH2:12][N:11]2[CH2:16][C:17]2[CH:22]=[CH:21][CH:20]=[CH:19][CH:18]=2)[CH:6]=[CH:5][CH:4]=[CH:3][CH:2]=1.C(N(CC)C(C)C)(C)C.Cl[C:33](=[O:38])[C:34]([O:36][CH3:37])=[O:35], predict the reaction product. (5) Given the reactants [I:1][C:2]1[C:3]([O:20][CH3:21])=[CH:4][C:5]([CH:17]([CH3:19])[CH3:18])=[C:6]([CH:16]=1)[O:7][C:8]1[C:9]([NH2:15])=[N:10][C:11]([NH2:14])=[N:12][CH:13]=1.N1[CH:27]=[CH:26]C=CC=1.C[Si](Cl)(C)C.[C:33](Cl)(=[O:35])[CH3:34].C[OH:38], predict the reaction product. The product is: [NH2:15][C:9]1[C:8]([O:7][C:6]2[CH:16]=[C:2]([I:1])[C:3]([O:20][CH3:21])=[CH:4][C:5]=2[CH:17]([CH3:19])[CH3:18])=[CH:13][N:12]=[C:11]([NH:14][C:33](=[O:35])[CH3:34])[N:10]=1.[C:33]([NH:14][C:11]1[N:10]=[C:9]([NH:15][C:26](=[O:38])[CH3:27])[C:8]([O:7][C:6]2[CH:16]=[C:2]([I:1])[C:3]([O:20][CH3:21])=[CH:4][C:5]=2[CH:17]([CH3:19])[CH3:18])=[CH:13][N:12]=1)(=[O:35])[CH3:34]. (6) Given the reactants [NH2:1][C:2]1[CH:11]=[CH:10][C:5]([C:6]([O:8][CH3:9])=[O:7])=[CH:4][C:3]=1[O:12][CH3:13].[CH3:14][C:15]1([CH3:23])[O:20][C:19](=[O:21])[CH2:18][C:17](=[O:22])[O:16]1.[CH:24](OC)(OC)OC, predict the reaction product. The product is: [CH3:14][C:15]1([CH3:23])[O:20][C:19](=[O:21])[C:18](=[CH:24][NH:1][C:2]2[CH:11]=[CH:10][C:5]([C:6]([O:8][CH3:9])=[O:7])=[CH:4][C:3]=2[O:12][CH3:13])[C:17](=[O:22])[O:16]1. (7) Given the reactants [C:1]1([C@H:7]([O:9][C:10](=[O:25])[NH:11][C:12]2[C:13]([CH3:24])=[N:14][O:15][C:16]=2[C:17]2[CH:22]=[CH:21][C:20](Br)=[CH:19][CH:18]=2)[CH3:8])[CH:6]=[CH:5][CH:4]=[CH:3][CH:2]=1.[CH2:26]([O:28][C:29]([C:31]1([C:35]2[CH:40]=[CH:39][C:38](B3OC(C)(C)C(C)(C)O3)=[CH:37][CH:36]=2)[CH2:34][CH2:33][CH2:32]1)=[O:30])[CH3:27], predict the reaction product. The product is: [CH2:26]([O:28][C:29]([C:31]1([C:35]2[CH:40]=[CH:39][C:38]([C:20]3[CH:21]=[CH:22][C:17]([C:16]4[O:15][N:14]=[C:13]([CH3:24])[C:12]=4[NH:11][C:10]([O:9][C@@H:7]([C:1]4[CH:6]=[CH:5][CH:4]=[CH:3][CH:2]=4)[CH3:8])=[O:25])=[CH:18][CH:19]=3)=[CH:37][CH:36]=2)[CH2:32][CH2:33][CH2:34]1)=[O:30])[CH3:27].